Dataset: Reaction yield outcomes from USPTO patents with 853,638 reactions. Task: Predict the reaction yield, written as a fraction of the theoretical maximum amount of product (1.0 means a 100% yield; for example, 0.34 means a 34% yield). (1) The reactants are [CH2:1]([C:3]1[CH:8]=[CH:7][C:6]([OH:9])=[CH:5][C:4]=1[O:10][CH2:11][O:12][CH3:13])[CH3:2].Br[C:15]([CH3:22])([CH3:21])[C:16]([O:18][CH2:19][CH3:20])=[O:17].C(=O)([O-])[O-].[K+].[K+].[Cl-].[NH4+]. The catalyst is CN(C)C=O. The product is [CH2:1]([C:3]1[CH:8]=[CH:7][C:6]([O:9][C:15]([CH3:22])([CH3:21])[C:16]([O:18][CH2:19][CH3:20])=[O:17])=[CH:5][C:4]=1[O:10][CH2:11][O:12][CH3:13])[CH3:2]. The yield is 0.990. (2) The catalyst is ClCCl. The yield is 0.900. The product is [F:8][CH:9]([F:18])[C:10]([O:7][CH2:6][CH2:5][S:2]([CH3:1])(=[O:4])=[O:3])=[O:11]. The reactants are [CH3:1][S:2]([CH2:5][CH2:6][OH:7])(=[O:4])=[O:3].[F:8][CH:9]([F:18])[C:10](O[C:10](=[O:11])[CH:9]([F:18])[F:8])=[O:11]. (3) The reactants are [Br:1][C:2]1[N:6]([CH:7]2[CH2:12][CH2:11][N:10]([C:13]([O:15][CH:16]([CH3:18])[CH3:17])=[O:14])[CH2:9][CH2:8]2)[N:5]=[CH:4][C:3]=1[C:19](OCC)=[O:20].CO.[OH-].[Na+]. The catalyst is O1CCCC1.C(OCC)(=O)C. The product is [Br:1][C:2]1[N:6]([CH:7]2[CH2:12][CH2:11][N:10]([C:13]([O:15][CH:16]([CH3:18])[CH3:17])=[O:14])[CH2:9][CH2:8]2)[N:5]=[CH:4][C:3]=1[CH2:19][OH:20]. The yield is 0.840. (4) The reactants are Br[C:2]1[CH:8]=[CH:7][C:5]([OH:6])=[CH:4][C:3]=1[OH:9].[C:10]1(B(O)O)[CH:15]=[CH:14][CH:13]=[CH:12][CH:11]=1.C(=O)([O-])[O-].[Na+].[Na+]. The catalyst is COCCOC.C1C=CC([P]([Pd]([P](C2C=CC=CC=2)(C2C=CC=CC=2)C2C=CC=CC=2)([P](C2C=CC=CC=2)(C2C=CC=CC=2)C2C=CC=CC=2)[P](C2C=CC=CC=2)(C2C=CC=CC=2)C2C=CC=CC=2)(C2C=CC=CC=2)C2C=CC=CC=2)=CC=1. The product is [C:2]1([C:10]2[CH:15]=[CH:14][CH:13]=[CH:12][CH:11]=2)[C:3]([OH:9])=[CH:4][C:5]([OH:6])=[CH:7][CH:8]=1. The yield is 0.610. (5) The reactants are [C:1]([NH:24][CH:25]([CH2:29][CH:30]([CH3:32])[CH3:31])[C:26]([OH:28])=[O:27])(=[O:23])[CH2:2][CH2:3][CH:4]=[CH:5][CH2:6][CH:7]=[CH:8][CH2:9][CH:10]=[CH:11][CH2:12][CH:13]=[CH:14][CH2:15][CH:16]=[CH:17][CH2:18][CH:19]=[CH:20][CH2:21][CH3:22].O[C:34]1[CH:44]=[CH:43][CH:42]=[CH:41][C:35]=1[C:36]([O:38][CH2:39][CH3:40])=[O:37].C1CCC(N=C=NC2CCCCC2)CC1. The yield is 0.670. The product is [C:1]([NH:24][CH:25]([CH2:29][CH:30]([CH3:31])[CH3:32])[C:26]([O:28][C:41]1[CH:42]=[CH:43][CH:44]=[CH:34][C:35]=1[C:36]([O:38][CH2:39][CH3:40])=[O:37])=[O:27])(=[O:23])[CH2:2][CH2:3][CH:4]=[CH:5][CH2:6][CH:7]=[CH:8][CH2:9][CH:10]=[CH:11][CH2:12][CH:13]=[CH:14][CH2:15][CH:16]=[CH:17][CH2:18][CH:19]=[CH:20][CH2:21][CH3:22]. The catalyst is CC#N.C1COCC1.CN(C1C=CN=CC=1)C. (6) The reactants are [F:1][CH2:2][CH2:3][NH:4][C:5]1[CH:10]=[CH:9][N:8]=[C:7]([NH2:11])[CH:6]=1.Br[CH2:13][C:14]([C:16]1[CH:21]=[CH:20][C:19]([S:22][CH3:23])=[CH:18][CH:17]=1)=O. No catalyst specified. The product is [F:1][CH2:2][CH2:3][NH:4][C:5]1[CH:10]=[CH:9][N:8]2[CH:13]=[C:14]([C:16]3[CH:21]=[CH:20][C:19]([S:22][CH3:23])=[CH:18][CH:17]=3)[N:11]=[C:7]2[CH:6]=1. The yield is 0.120. (7) The reactants are [N:1]1[CH:6]=[CH:5][C:4]([C:7](=[O:20])[C:8]#[C:9][C:10]2([O:15][Si](C)(C)C)[CH2:14][CH2:13][CH2:12][CH2:11]2)=[CH:3][CH:2]=1.CC1C=CC(S(O)(=O)=O)=CC=1. The catalyst is C(Cl)Cl.O. The product is [OH:15][C:10]1([C:9]#[C:8][C:7]([C:4]2[CH:3]=[CH:2][N:1]=[CH:6][CH:5]=2)=[O:20])[CH2:14][CH2:13][CH2:12][CH2:11]1. The yield is 0.510. (8) The reactants are [Cl:1][C:2]1[CH:3]=[CH:4][C:5]2[N:11]3[CH2:12][C@H:8]([CH2:9][CH2:10]3)[NH:7][C:6]=2[N:13]=1.[N:14]1[CH:19]=[CH:18][CH:17]=[CH:16][C:15]=1[N:20]1C(=O)N2C=CC=CC2=N[C:21]1=[O:31].O. The yield is 0.660. The catalyst is O1CCCC1. The product is [Cl:1][C:2]1[CH:3]=[CH:4][C:5]2[N:11]3[CH2:12][C@H:8]([CH2:9][CH2:10]3)[N:7]([C:21]([NH:20][C:15]3[CH:16]=[CH:17][CH:18]=[CH:19][N:14]=3)=[O:31])[C:6]=2[N:13]=1.